This data is from Reaction yield outcomes from USPTO patents with 853,638 reactions. The task is: Predict the reaction yield, written as a fraction of the theoretical maximum amount of product (1.0 means a 100% yield; for example, 0.34 means a 34% yield). (1) The reactants are [Cl:1][C:2]1[C:33]([F:34])=[CH:32][CH:31]=[CH:30][C:3]=1[CH2:4][NH:5][C:6](=[O:29])[N:7]([C@H:9]([CH2:14][O:15][C:16](=[O:28])[NH:17][C:18]1[N:19]=[CH:20][C:21]2[C:26]([CH:27]=1)=[CH:25][CH:24]=[CH:23][CH:22]=2)[CH2:10][C:11]([OH:13])=O)[CH3:8].CCN(C(C)C)C(C)C.CN(C(ON1N=NC2C=CC=CC1=2)=[N+](C)C)C.F[P-](F)(F)(F)(F)F.[NH2:68][CH2:69][C:70]1[CH:75]=[N:74][CH:73]=[CH:72][N:71]=1. The catalyst is CCOC(C)=O.CN(C=O)C. The product is [CH:20]1[C:21]2[C:26](=[CH:25][CH:24]=[CH:23][CH:22]=2)[CH:27]=[C:18]([NH:17][C:16](=[O:28])[O:15][CH2:14][C@@H:9]([N:7]([CH3:8])[C:6]([NH:5][CH2:4][C:3]2[CH:30]=[CH:31][CH:32]=[C:33]([F:34])[C:2]=2[Cl:1])=[O:29])[CH2:10][C:11](=[O:13])[NH:68][CH2:69][C:70]2[CH:75]=[N:74][CH:73]=[CH:72][N:71]=2)[N:19]=1. The yield is 0.762. (2) The reactants are [CH3:1][O:2][C:3]1[CH:12]=[C:11]2[C:6]([CH2:7][CH2:8][NH:9][C:10]2=[O:13])=[CH:5][CH:4]=1.I[C:15]1[CH:16]=[N:17][CH:18]=[CH:19][C:20]=1[CH3:21].P([O-])([O-])([O-])=O.[K+].[K+].[K+]. The catalyst is [Cu](I)I.O1CCOCC1. The product is [CH3:1][O:2][C:3]1[CH:12]=[C:11]2[C:6]([CH2:7][CH2:8][N:9]([C:15]3[CH:16]=[N:17][CH:18]=[CH:19][C:20]=3[CH3:21])[C:10]2=[O:13])=[CH:5][CH:4]=1. The yield is 0.560. (3) The reactants are [CH3:1][O:2][C:3]1[CH:23]=[CH:22][C:6]2[N:7]=[C:8]([NH:10][C:11]([C:13]3[CH:21]=[CH:20][C:16]([C:17]([OH:19])=O)=[CH:15][CH:14]=3)=[O:12])[S:9][C:5]=2[CH:4]=1.[CH3:24][N:25]1[CH2:30][CH2:29][NH:28][CH2:27][CH2:26]1.C(P1(=O)OP(CCC)(=O)OP(CCC)(=O)O1)CC. The catalyst is C(N(CC)CC)C. The product is [CH3:1][O:2][C:3]1[CH:23]=[CH:22][C:6]2[N:7]=[C:8]([NH:10][C:11](=[O:12])[C:13]3[CH:14]=[CH:15][C:16]([C:17]([N:28]4[CH2:29][CH2:30][N:25]([CH3:24])[CH2:26][CH2:27]4)=[O:19])=[CH:20][CH:21]=3)[S:9][C:5]=2[CH:4]=1. The yield is 0.540. (4) The reactants are Cl[C:2]1[N:10]=[C:9]2[C:5]([N:6]=[CH:7][N:8]2[CH:11]2[CH2:16][CH2:15][CH2:14][CH2:13][O:12]2)=[C:4]([NH2:17])[N:3]=1.C(N(C(C)C)C(C)C)C.[CH3:27][O:28][CH2:29][CH2:30][NH2:31]. The catalyst is C(O)CCC.CO.C(Cl)(Cl)Cl.O. The product is [CH3:27][O:28][CH2:29][CH2:30][NH:31][C:2]1[N:10]=[C:9]2[C:5]([N:6]=[CH:7][N:8]2[CH:11]2[CH2:16][CH2:15][CH2:14][CH2:13][O:12]2)=[C:4]([NH2:17])[N:3]=1. The yield is 0.890. (5) The reactants are Cl[C:2]1[CH:7]=[C:6]([C:8]2[CH:13]=[CH:12][CH:11]=[C:10]([C:14]#[C:15][C@:16]3([OH:23])[CH2:20][CH2:19][N:18]([CH3:21])[C:17]3=[O:22])[CH:9]=2)[N:5]=[C:4]([C:24]([O:26][CH2:27][CH3:28])=[O:25])[CH:3]=1.[CH3:29][N:30]1[C:34](B(O)O)=[CH:33][CH:32]=[N:31]1. No catalyst specified. The product is [OH:23][C@@:16]1([C:15]#[C:14][C:10]2[CH:9]=[C:8]([C:6]3[N:5]=[C:4]([C:24]([O:26][CH2:27][CH3:28])=[O:25])[CH:3]=[C:2]([C:34]4[N:30]([CH3:29])[N:31]=[CH:32][CH:33]=4)[CH:7]=3)[CH:13]=[CH:12][CH:11]=2)[CH2:20][CH2:19][N:18]([CH3:21])[C:17]1=[O:22]. The yield is 0.520. (6) The reactants are [CH3:1][O:2][C:3]1[CH:4]=[C:5]([C:9]2([C:12]([OH:14])=O)[CH2:11][CH2:10]2)[CH:6]=[CH:7][CH:8]=1.S(Cl)(Cl)=O.[CH3:19][O:20][C:21]1[N:26]=[CH:25][C:24]([C:27]2[C:32]([CH3:33])=[CH:31][CH:30]=[C:29]([NH2:34])[N:28]=2)=[CH:23][C:22]=1[CH3:35].C(N(CC)CC)C. The catalyst is ClCCl.CN(C=O)C. The product is [CH3:19][O:20][C:21]1[N:26]=[CH:25][C:24]([C:27]2[C:32]([CH3:33])=[CH:31][CH:30]=[C:29]([NH:34][C:12]([C:9]3([C:5]4[CH:6]=[CH:7][CH:8]=[C:3]([O:2][CH3:1])[CH:4]=4)[CH2:10][CH2:11]3)=[O:14])[N:28]=2)=[CH:23][C:22]=1[CH3:35]. The yield is 0.500. (7) The reactants are [NH:1]1[CH2:6][CH2:5][CH:4]([C:7]2[CH:8]=[C:9]3[C:13](=[CH:14][CH:15]=2)[NH:12][C:11](=[O:16])[CH2:10]3)[CH2:3][CH2:2]1.[O:17]1[CH2:22][CH2:21][C:20](=O)[CH2:19][CH2:18]1.C(O)(=O)C. The catalyst is C1COCC1.CO. The product is [O:17]1[CH2:22][CH2:21][CH:20]([N:1]2[CH2:2][CH2:3][CH:4]([C:7]3[CH:8]=[C:9]4[C:13](=[CH:14][CH:15]=3)[NH:12][C:11](=[O:16])[CH2:10]4)[CH2:5][CH2:6]2)[CH2:19][CH2:18]1. The yield is 0.950. (8) The reactants are [CH3:1][NH:2][C:3]1[C:11]2[C:6](=[CH:7][C:8]([C:12]([O:14]C)=[O:13])=[CH:9][CH:10]=2)[NH:5][N:4]=1.Cl. The catalyst is O1CCOCC1. The product is [CH3:1][NH:2][C:3]1[C:11]2[C:6](=[CH:7][C:8]([C:12]([OH:14])=[O:13])=[CH:9][CH:10]=2)[NH:5][N:4]=1. The yield is 0.990. (9) The reactants are [C:1]([O:5][C:6]([NH:8][C:9]1[S:10][C:11]([C:19](N(OC)C)=[O:20])=[C:12]([C:14]2[O:15][CH:16]=[CH:17][CH:18]=2)[N:13]=1)=[O:7])([CH3:4])([CH3:3])[CH3:2].[C:25]1([Mg]Cl)[CH:30]=[CH:29][CH:28]=[CH:27][CH:26]=1.[Cl-].[NH4+]. The catalyst is C1COCC1. The product is [C:19]([C:11]1[S:10][C:9]([NH:8][C:6](=[O:7])[O:5][C:1]([CH3:2])([CH3:3])[CH3:4])=[N:13][C:12]=1[C:14]1[O:15][CH:16]=[CH:17][CH:18]=1)(=[O:20])[C:25]1[CH:30]=[CH:29][CH:28]=[CH:27][CH:26]=1. The yield is 0.550. (10) The yield is 0.500. The reactants are CCN(C(C)C)C(C)C.OC(C(F)(F)F)=O.[NH2:17][CH2:18][C:19]([N:21]1[CH2:26][CH2:25][N:24]([C:27](=[O:38])[C:28]2[CH:33]=[CH:32][CH:31]=[CH:30][C:29]=2[C:34]([F:37])([F:36])[F:35])[CH2:23][CH2:22]1)=[O:20].C1C=CC2N(O)N=NC=2C=1.CCN=C=NCCCN(C)C.Cl.[C:61]([C:63]1[CH:71]=[CH:70][C:66]([C:67](O)=[O:68])=[CH:65][CH:64]=1)#[N:62]. The catalyst is CN(C=O)C.O. The product is [C:61]([C:63]1[CH:71]=[CH:70][C:66]([C:67]([NH:17][CH2:18][C:19](=[O:20])[N:21]2[CH2:22][CH2:23][N:24]([C:27](=[O:38])[C:28]3[CH:33]=[CH:32][CH:31]=[CH:30][C:29]=3[C:34]([F:37])([F:35])[F:36])[CH2:25][CH2:26]2)=[O:68])=[CH:65][CH:64]=1)#[N:62].